Task: Predict the product of the given reaction.. Dataset: Forward reaction prediction with 1.9M reactions from USPTO patents (1976-2016) Given the reactants [CH3:1][C:2]1[CH:7]=[CH:6][C:5]([CH:8]([O:27]C2CCCCO2)[C:9]2[N:13]=[C:12]([C@H:14]3[CH2:18][CH2:17][C@H:16]([NH:19]C(=O)OC(C)(C)C)[CH2:15]3)[O:11][N:10]=2)=[CH:4][CH:3]=1.FC(F)(F)C(O)=O, predict the reaction product. The product is: [NH2:19][C@H:16]1[CH2:17][CH2:18][C@H:14]([C:12]2[O:11][N:10]=[C:9]([CH:8]([C:5]3[CH:6]=[CH:7][C:2]([CH3:1])=[CH:3][CH:4]=3)[OH:27])[N:13]=2)[CH2:15]1.